Dataset: TCR-epitope binding with 47,182 pairs between 192 epitopes and 23,139 TCRs. Task: Binary Classification. Given a T-cell receptor sequence (or CDR3 region) and an epitope sequence, predict whether binding occurs between them. (1) The epitope is SEPVLKGVKL. The TCR CDR3 sequence is CASSAPGLAGGPFPYEQYF. Result: 1 (the TCR binds to the epitope). (2) The TCR CDR3 sequence is CASSSGLEGGELFF. The epitope is VLWAHGFEL. Result: 1 (the TCR binds to the epitope). (3) The epitope is NLSALGIFST. The TCR CDR3 sequence is CASSLPTGGEQYF. Result: 0 (the TCR does not bind to the epitope). (4) The epitope is KLPDDFTGCV. The TCR CDR3 sequence is CASSPADSSYNEQFF. Result: 1 (the TCR binds to the epitope).